This data is from Catalyst prediction with 721,799 reactions and 888 catalyst types from USPTO. The task is: Predict which catalyst facilitates the given reaction. (1) Reactant: Cl[CH2:2][C:3]([OH:5])=[O:4].Cl[CH2:7][C:8]([N:10]([C:12]1[CH:17]=[C:16]([CH2:18][N:19]2[CH2:24][CH2:23][O:22][CH2:21][CH2:20]2)[CH:15]=[CH:14][C:13]=1[NH:25][C:26](=O)CCl)[CH3:11])=[O:9].[OH-:30].[Na+].[Cl-].[NH4+].[C:34]1([CH3:40])C=CC=CC=1.[CH2:41]1[CH2:45][O:44][CH2:43]C1. Product: [CH3:11][N:10]1[C:12]2[C:13](=[CH:14][CH:15]=[C:16]([CH2:18][N:19]3[CH2:20][CH2:21][O:22][CH2:23][CH2:24]3)[CH:17]=2)[N:25]([CH:26]=[C:2]([C:43]([O:44][CH2:45][CH3:41])=[O:30])[C:3]([O:5][CH2:34][CH3:40])=[O:4])[CH2:7][C:8]1=[O:9]. The catalyst class is: 6. (2) Reactant: Br[C:2]1[CH:7]=[CH:6][C:5]([OH:8])=[CH:4][C:3]=1[F:9].[NH:10]1[CH:14]=[CH:13][CH:12]=[N:11]1.C(=NO)C1C(=CC=CC=1)O.C(=O)([O-])[O-].[Cs+].[Cs+]. Product: [F:9][C:3]1[CH:4]=[C:5]([OH:8])[CH:6]=[CH:7][C:2]=1[N:10]1[CH:14]=[CH:13][CH:12]=[N:11]1. The catalyst class is: 122.